From a dataset of Forward reaction prediction with 1.9M reactions from USPTO patents (1976-2016). Predict the product of the given reaction. (1) Given the reactants CC(C)([O-])C.[Na+].F[C:8]1[CH:13]=[CH:12][CH:11]=[C:10]([F:14])[C:9]=1[N+:15]([O-:17])=[O:16].[C:18]1([NH2:24])[CH:23]=[CH:22][CH:21]=[CH:20][CH:19]=1.[NH4+].[Cl-], predict the reaction product. The product is: [F:14][C:10]1[C:9]([N+:15]([O-:17])=[O:16])=[C:8]([NH:24][C:18]2[CH:23]=[CH:22][CH:21]=[CH:20][CH:19]=2)[CH:13]=[CH:12][CH:11]=1. (2) Given the reactants F[C:2]1[CH:3]=[CH:4][C:5]([N+:15]([O-:17])=[O:16])=[C:6]([CH:14]=1)[O:7][CH:8]1[CH2:13][CH2:12][O:11][CH2:10][CH2:9]1.[CH3:18][S:19]([CH2:22][C:23]1[N:28]=[CH:27][C:26]([OH:29])=[CH:25][CH:24]=1)(=[O:21])=[O:20].C(=O)([O-])[O-].[K+].[K+].O, predict the reaction product. The product is: [CH3:18][S:19]([CH2:22][C:23]1[CH:24]=[CH:25][C:26]([O:29][C:2]2[CH:3]=[CH:4][C:5]([N+:15]([O-:17])=[O:16])=[C:6]([O:7][CH:8]3[CH2:13][CH2:12][O:11][CH2:10][CH2:9]3)[CH:14]=2)=[CH:27][N:28]=1)(=[O:21])=[O:20].